From a dataset of NCI-60 drug combinations with 297,098 pairs across 59 cell lines. Regression. Given two drug SMILES strings and cell line genomic features, predict the synergy score measuring deviation from expected non-interaction effect. (1) Synergy scores: CSS=-6.02, Synergy_ZIP=-0.629, Synergy_Bliss=-4.56, Synergy_Loewe=-8.89, Synergy_HSA=-9.01. Drug 2: C1C(C(OC1N2C=NC3=C2NC=NCC3O)CO)O. Cell line: CAKI-1. Drug 1: COC1=NC(=NC2=C1N=CN2C3C(C(C(O3)CO)O)O)N. (2) Drug 2: CN(CC1=CN=C2C(=N1)C(=NC(=N2)N)N)C3=CC=C(C=C3)C(=O)NC(CCC(=O)O)C(=O)O. Drug 1: CCCCC(=O)OCC(=O)C1(CC(C2=C(C1)C(=C3C(=C2O)C(=O)C4=C(C3=O)C=CC=C4OC)O)OC5CC(C(C(O5)C)O)NC(=O)C(F)(F)F)O. Cell line: SK-MEL-28. Synergy scores: CSS=34.3, Synergy_ZIP=-6.88, Synergy_Bliss=-8.49, Synergy_Loewe=-24.8, Synergy_HSA=-8.17. (3) Drug 1: C1CN(CCN1C(=O)CCBr)C(=O)CCBr. Drug 2: C1CNP(=O)(OC1)N(CCCl)CCCl. Cell line: SF-539. Synergy scores: CSS=67.0, Synergy_ZIP=1.87, Synergy_Bliss=3.43, Synergy_Loewe=-25.7, Synergy_HSA=3.68. (4) Drug 1: CC1=C(C=C(C=C1)NC2=NC=CC(=N2)N(C)C3=CC4=NN(C(=C4C=C3)C)C)S(=O)(=O)N.Cl. Drug 2: C1C(C(OC1N2C=NC3=C2NC=NCC3O)CO)O. Cell line: OVCAR-4. Synergy scores: CSS=7.91, Synergy_ZIP=-2.23, Synergy_Bliss=0.975, Synergy_Loewe=2.52, Synergy_HSA=2.23.